This data is from Reaction yield outcomes from USPTO patents with 853,638 reactions. The task is: Predict the reaction yield, written as a fraction of the theoretical maximum amount of product (1.0 means a 100% yield; for example, 0.34 means a 34% yield). (1) The reactants are [Br:1][CH2:2][CH2:3][O:4][C:5]1[CH:10]=[CH:9][C:8]([N+:11]([O-:13])=[O:12])=[CH:7][C:6]=1[C:14]1[N:18]([CH3:19])[N:17]=[CH:16][CH:15]=1.[Cl:20]N1C(=O)CCC1=O. The catalyst is CN(C=O)C. The product is [Br:1][CH2:2][CH2:3][O:4][C:5]1[CH:10]=[CH:9][C:8]([N+:11]([O-:13])=[O:12])=[CH:7][C:6]=1[C:14]1[N:18]([CH3:19])[N:17]=[CH:16][C:15]=1[Cl:20]. The yield is 0.890. (2) The reactants are Br[C:2]1[N:3]=[C:4]([C:9]2[NH:13][C:12]3[CH:14]=[C:15]([CH3:18])[CH:16]=[CH:17][C:11]=3[N:10]=2)[C:5]([NH2:8])=[N:6][CH:7]=1.B([C:22]1[CH:30]=[CH:29][C:25]([C:26]([OH:28])=[O:27])=[CH:24][CH:23]=1)(O)O.C([O-])([O-])=O.[Na+].[Na+].N#N. The catalyst is CC#N.C1C=CC([P]([Pd]([P](C2C=CC=CC=2)(C2C=CC=CC=2)C2C=CC=CC=2)([P](C2C=CC=CC=2)(C2C=CC=CC=2)C2C=CC=CC=2)[P](C2C=CC=CC=2)(C2C=CC=CC=2)C2C=CC=CC=2)(C2C=CC=CC=2)C2C=CC=CC=2)=CC=1.O. The product is [NH2:8][C:5]1[N:6]=[CH:7][C:2]([C:22]2[CH:30]=[CH:29][C:25]([C:26]([OH:28])=[O:27])=[CH:24][CH:23]=2)=[N:3][C:4]=1[C:9]1[NH:13][C:12]2[CH:14]=[C:15]([CH3:18])[CH:16]=[CH:17][C:11]=2[N:10]=1. The yield is 0.620. (3) The reactants are [CH3:1][C:2]1([CH3:12])[CH2:7][C:6](=O)[CH2:5][C:4]([CH3:11])([CH2:9][CH3:10])[NH:3]1.[OH-].[K+]. The catalyst is C(O)COCCO.O. The product is [CH3:1][C:2]1([CH3:12])[CH2:7][CH2:6][CH2:5][C:4]([CH3:11])([CH2:9][CH3:10])[NH:3]1. The yield is 0.190. (4) The catalyst is CS(C)=O.O. The yield is 0.873. The product is [CH3:12][NH:13][C:14]([C:16]1[CH:17]=[C:18]2[C:23](=[CH:24][C:25]=1[O:26][CH2:27][C:28]1[CH:33]=[CH:32][CH:31]=[CH:30][CH:29]=1)[N:22]=[CH:21][CH:20]=[C:19]2[O:8][C:5]1[CH:6]=[CH:7][C:2]([NH2:1])=[C:3]([Cl:9])[CH:4]=1)=[O:15]. The reactants are [NH2:1][C:2]1[CH:7]=[CH:6][C:5]([OH:8])=[CH:4][C:3]=1[Cl:9].[H-].[Na+].[CH3:12][NH:13][C:14]([C:16]1[CH:17]=[C:18]2[C:23](=[CH:24][C:25]=1[O:26][CH2:27][C:28]1[CH:33]=[CH:32][CH:31]=[CH:30][CH:29]=1)[N:22]=[CH:21][CH:20]=[C:19]2Cl)=[O:15].C(OCC)(=O)C. (5) The reactants are O.[OH-].[Li+].[CH3:4][C:5]([CH3:19])([CH3:18])[C:6]#[C:7][C:8]1[N:13]=[CH:12][C:11]([C:14]([O:16]C)=[O:15])=[CH:10][N:9]=1.Cl. The catalyst is O.O1CCCC1. The product is [CH3:4][C:5]([CH3:19])([CH3:18])[C:6]#[C:7][C:8]1[N:13]=[CH:12][C:11]([C:14]([OH:16])=[O:15])=[CH:10][N:9]=1. The yield is 0.820. (6) The reactants are Br.[N+:2]([C:5]1[CH:10]=[CH:9][C:8]([CH2:11][C@@H:12]([C:14]2[N:15]=[C:16]([C:19]3[CH:24]=[CH:23][CH:22]=[CH:21][CH:20]=3)[S:17][CH:18]=2)[NH2:13])=[CH:7][CH:6]=1)([O-:4])=[O:3].C([O-])([O-])=O.[Ca+2].C(Cl)(Cl)(Cl)Cl.[C:35](Cl)(Cl)=[S:36]. The catalyst is O.C(Cl)Cl. The product is [N:13]([C@H:12]([C:14]1[N:15]=[C:16]([C:19]2[CH:20]=[CH:21][CH:22]=[CH:23][CH:24]=2)[S:17][CH:18]=1)[CH2:11][C:8]1[CH:7]=[CH:6][C:5]([N+:2]([O-:4])=[O:3])=[CH:10][CH:9]=1)=[C:35]=[S:36]. The yield is 0.730. (7) The reactants are C1C2[C:10]3=CC4C=CC(C(O)=O)=CC=4[N:9]3[CH2:8]C=CC=2C=CC=1.[Cl:22][C:23]1[C:28]([C:29]([N:31]2[CH2:36][CH2:35]O[CH2:33][CH2:32]2)=[O:30])=[CH:27][CH:26]=[CH:25][N:24]=1.[CH2:37]1COCC1. The catalyst is C1C=CC([P]([Pd]([P](C2C=CC=CC=2)(C2C=CC=CC=2)C2C=CC=CC=2)([P](C2C=CC=CC=2)(C2C=CC=CC=2)C2C=CC=CC=2)[P](C2C=CC=CC=2)(C2C=CC=CC=2)C2C=CC=CC=2)(C2C=CC=CC=2)C2C=CC=CC=2)=CC=1. The product is [Cl:22][C:23]1[C:28]([C:29]([N:31]2[CH:36]3[CH2:35][CH2:37][CH:32]2[CH2:33][N:9]([CH3:10])[CH2:8]3)=[O:30])=[CH:27][CH:26]=[CH:25][N:24]=1. The yield is 0.440.